Dataset: Reaction yield outcomes from USPTO patents with 853,638 reactions. Task: Predict the reaction yield, written as a fraction of the theoretical maximum amount of product (1.0 means a 100% yield; for example, 0.34 means a 34% yield). (1) The reactants are [F:1][C:2]1[CH:7]=[C:6]([N:8]2[CH2:12][CH2:11][NH:10][C:9]2=[O:13])[CH:5]=[CH:4][C:3]=1[N:14]1[CH:19]=[C:18]([O:20][CH3:21])[C:17](=[O:22])[C:16]([C:23]2[N:27]([C:28]3[CH:33]=[CH:32][CH:31]=[CH:30][CH:29]=3)[N:26]=[CH:25][CH:24]=2)=[N:15]1.Cl[C:35]([F:40])([F:39])C([O-])=O.[Na+].C1OCCOCCOCCOCCOCCOC1. The catalyst is C(#N)C. The product is [F:39][CH:35]([F:40])[N:10]1[CH2:11][CH2:12][N:8]([C:6]2[CH:5]=[CH:4][C:3]([N:14]3[CH:19]=[C:18]([O:20][CH3:21])[C:17](=[O:22])[C:16]([C:23]4[N:27]([C:28]5[CH:29]=[CH:30][CH:31]=[CH:32][CH:33]=5)[N:26]=[CH:25][CH:24]=4)=[N:15]3)=[C:2]([F:1])[CH:7]=2)[C:9]1=[O:13]. The yield is 0.0230. (2) The reactants are [Cl:1][C:2]1[C:3]2[N:4]([C:22]([CH3:25])=[N:23][CH:24]=2)[C:5]([C:14]2[CH:19]=[C:18]([F:20])[CH:17]=[C:16]([F:21])[CH:15]=2)=[C:6]([C:8](N(OC)C)=[O:9])[CH:7]=1.Cl[Mg][CH2:28][CH3:29]. No catalyst specified. The product is [Cl:1][C:2]1[C:3]2[N:4]([C:22]([CH3:25])=[N:23][CH:24]=2)[C:5]([C:14]2[CH:15]=[C:16]([F:21])[CH:17]=[C:18]([F:20])[CH:19]=2)=[C:6]([C:8](=[O:9])[CH2:28][CH3:29])[CH:7]=1. The yield is 0.390. (3) The reactants are [OH-].[Na+:2].[Cl:3][C:4]1[CH:5]=[CH:6][C:7]([NH:14][C:15]([C:17]2[CH:22]=[CH:21][CH:20]=[C:19]([C:23]3[C:32]4[C:27](=[CH:28][CH:29]=[CH:30][CH:31]=4)[CH:26]=[N:25][CH:24]=3)[CH:18]=2)=[O:16])=[C:8]([CH:13]=1)[C:9]([O:11]C)=[O:10]. The catalyst is C1COCC1. The product is [Cl:3][C:4]1[CH:5]=[CH:6][C:7]([NH:14][C:15]([C:17]2[CH:22]=[CH:21][CH:20]=[C:19]([C:23]3[C:32]4[C:27](=[CH:28][CH:29]=[CH:30][CH:31]=4)[CH:26]=[N:25][CH:24]=3)[CH:18]=2)=[O:16])=[C:8]([CH:13]=1)[C:9]([O-:11])=[O:10].[Na+:2]. The yield is 0.980.